From a dataset of Forward reaction prediction with 1.9M reactions from USPTO patents (1976-2016). Predict the product of the given reaction. Given the reactants [OH:1][C:2]1[C:11]2[C:10]([CH3:13])([CH3:12])[CH2:9][CH2:8][C:7]([CH3:15])([CH3:14])[C:6]=2[CH:5]=[C:4]([Se:16][C:17]#[C:18][C:19]2[CH:28]=[CH:27][C:22]([C:23]([O:25][CH3:26])=[O:24])=[CH:21][CH:20]=2)[CH:3]=1.[F:29][C:30]1[CH:31]=[C:32]([CH:35]=[CH:36][CH:37]=1)[CH2:33]Br.C(=O)([O-])[O-].[K+].[K+], predict the reaction product. The product is: [F:29][C:30]1[CH:31]=[C:32]([CH:35]=[CH:36][CH:37]=1)[CH2:33][O:1][C:2]1[C:11]2[C:10]([CH3:12])([CH3:13])[CH2:9][CH2:8][C:7]([CH3:14])([CH3:15])[C:6]=2[CH:5]=[C:4]([Se:16][C:17]#[C:18][C:19]2[CH:28]=[CH:27][C:22]([C:23]([O:25][CH3:26])=[O:24])=[CH:21][CH:20]=2)[CH:3]=1.